Dataset: Peptide-MHC class I binding affinity with 185,985 pairs from IEDB/IMGT. Task: Regression. Given a peptide amino acid sequence and an MHC pseudo amino acid sequence, predict their binding affinity value. This is MHC class I binding data. (1) The peptide sequence is RRLLGTFTW. The MHC is H-2-Kb with pseudo-sequence H-2-Kb. The binding affinity (normalized) is 0. (2) The peptide sequence is SQGLPEEL. The MHC is HLA-A02:02 with pseudo-sequence HLA-A02:02. The binding affinity (normalized) is 0.420. (3) The peptide sequence is SEAAYAKKI. The MHC is Mamu-A2201 with pseudo-sequence Mamu-A2201. The binding affinity (normalized) is 0.286. (4) The peptide sequence is SLREWLLRI. The MHC is HLA-A23:01 with pseudo-sequence HLA-A23:01. The binding affinity (normalized) is 0. (5) The peptide sequence is NSDYMMWVG. The MHC is HLA-A24:03 with pseudo-sequence HLA-A24:03. The binding affinity (normalized) is 0.0847. (6) The peptide sequence is FVSTMPVET. The MHC is HLA-A68:02 with pseudo-sequence HLA-A68:02. The binding affinity (normalized) is 0.466. (7) The peptide sequence is NIAPLMVAY. The MHC is HLA-A26:01 with pseudo-sequence HLA-A26:01. The binding affinity (normalized) is 0.360. (8) The peptide sequence is VMTDGPANK. The MHC is HLA-A29:02 with pseudo-sequence HLA-A29:02. The binding affinity (normalized) is 0.0847.